Dataset: Choline transporter screen with 302,306 compounds. Task: Binary Classification. Given a drug SMILES string, predict its activity (active/inactive) in a high-throughput screening assay against a specified biological target. (1) The drug is O=C(NC1C(C(CCC1)C)C)Cn1ncc2c(n(c3c2cccc3)CCC)c1=O. The result is 0 (inactive). (2) The result is 0 (inactive). The compound is Brc1cc(/C=C2/SC(=NC2=O)N)ccc1OC. (3) The compound is O(c1c(cccc1)C(OC)=O)c1nc2c(nc1)cccc2. The result is 0 (inactive). (4) The molecule is s1c(C(=O)Nc2c(OC)cc(N)cc2)ccc1. The result is 0 (inactive). (5) The molecule is O(c1cc(CNc2cc3ncn(c3cc2)CCC)ccc1)C. The result is 0 (inactive).